This data is from Catalyst prediction with 721,799 reactions and 888 catalyst types from USPTO. The task is: Predict which catalyst facilitates the given reaction. (1) Reactant: [CH3:1][C:2]1[S:6][C:5]([NH2:7])=[N:4][N:3]=1.[N+:8]([C:11]1[CH:19]=[CH:18][C:14]([C:15](Cl)=[O:16])=[CH:13][CH:12]=1)([O-:10])=[O:9]. Product: [CH3:1][C:2]1[S:6][C:5]([NH:7][C:15](=[O:16])[C:14]2[CH:13]=[CH:12][C:11]([N+:8]([O-:10])=[O:9])=[CH:19][CH:18]=2)=[N:4][N:3]=1. The catalyst class is: 17. (2) Reactant: [CH3:1][C:2]1([CH3:43])[O:7][C:6]2[CH:8]=[CH:9][C:10]([C@@H:12]([OH:42])[CH2:13][NH:14][CH2:15][CH2:16][CH2:17][CH2:18][CH2:19][CH2:20][O:21][CH2:22][CH2:23][C:24]#[C:25][C:26]3[CH:27]=[C:28]([NH:32][C:33]([NH:35][C:36]4[CH:37]=[N:38][CH:39]=[CH:40][CH:41]=4)=[O:34])[CH:29]=[CH:30][CH:31]=3)=[CH:11][C:5]=2[CH2:4][O:3]1.CCOC(C)=O. Product: [CH3:1][C:2]1([CH3:43])[O:7][C:6]2[CH:8]=[CH:9][C:10]([C@@H:12]([OH:42])[CH2:13][NH:14][CH2:15][CH2:16][CH2:17][CH2:18][CH2:19][CH2:20][O:21][CH2:22][CH2:23][CH2:24][CH2:25][C:26]3[CH:27]=[C:28]([NH:32][C:33]([NH:35][C:36]4[CH:37]=[N:38][CH:39]=[CH:40][CH:41]=4)=[O:34])[CH:29]=[CH:30][CH:31]=3)=[CH:11][C:5]=2[CH2:4][O:3]1. The catalyst class is: 50.